Dataset: Reaction yield outcomes from USPTO patents with 853,638 reactions. Task: Predict the reaction yield, written as a fraction of the theoretical maximum amount of product (1.0 means a 100% yield; for example, 0.34 means a 34% yield). (1) The reactants are Cl[C:2]1[C:7]([CH:8]=O)=[C:6](Cl)[N:5]=[CH:4][N:3]=1.[NH2:11][CH2:12][C@@H:13]([OH:24])[CH2:14][O:15][C:16]1[CH:21]=[CH:20][C:19]([CH3:22])=[CH:18][C:17]=1[CH3:23].CCN(CC)CC.[NH2:32][C:33]1[CH:34]=[C:35]2[C:39](=[CH:40][C:41]=1[NH2:42])[C:38](=[O:43])[N:37]([CH:44]1[CH2:49][CH2:48][N:47]([CH3:50])[CH2:46][CH2:45]1)[C:36]2=[O:51].Cl.CC(N(C)C)=[O:55]. The catalyst is C(Cl)(Cl)Cl. The product is [CH3:23][C:17]1[CH:18]=[C:19]([CH3:22])[CH:20]=[CH:21][C:16]=1[O:15][CH2:14][C@H:13]([OH:24])[CH2:12][NH:11][C:6]1[N:5]=[CH:4][NH:3][C:2](=[O:55])[C:7]=1[C:8]1[NH:32][C:33]2[C:41]([N:42]=1)=[CH:40][C:39]1[C:38](=[O:43])[N:37]([CH:44]3[CH2:45][CH2:46][N:47]([CH3:50])[CH2:48][CH2:49]3)[C:36](=[O:51])[C:35]=1[CH:34]=2. The yield is 0.170. (2) The product is [CH3:51][C:45]1[CH:44]=[C:43]([N:40]2[CH2:41][CH2:42][N:38]([CH2:37][C:36]3[CH:35]=[CH:34][C:33]([NH:32][C:30](=[O:31])[O:29][C:25]([CH3:27])([CH3:28])[CH3:26])=[CH:54][CH:53]=3)[C:39]2=[O:52])[S:47][C:46]=1[C:48](=[O:49])[NH:55][CH2:56][C:57]1[CH:58]=[N:59][CH:60]=[CH:61][CH:62]=1. The reactants are CC1C=C(N2CCN(CCOC3C=CC=CC=3)C2=O)SC=1C(O)=O.[C:25]([O:29][C:30]([NH:32][C:33]1[CH:54]=[CH:53][C:36]([CH2:37][N:38]2[CH2:42][CH2:41][N:40]([C:43]3[S:47][C:46]([C:48](O)=[O:49])=[C:45]([CH3:51])[CH:44]=3)[C:39]2=[O:52])=[CH:35][CH:34]=1)=[O:31])([CH3:28])([CH3:27])[CH3:26].[NH2:55][CH2:56][C:57]1[CH:58]=[N:59][CH:60]=[CH:61][CH:62]=1. The yield is 0.750. No catalyst specified.